Dataset: Peptide-MHC class I binding affinity with 185,985 pairs from IEDB/IMGT. Task: Regression. Given a peptide amino acid sequence and an MHC pseudo amino acid sequence, predict their binding affinity value. This is MHC class I binding data. (1) The MHC is HLA-B15:01 with pseudo-sequence HLA-B15:01. The peptide sequence is ALSAGVGAV. The binding affinity (normalized) is 0.516. (2) The peptide sequence is LTRNAGTTT. The MHC is Mamu-A01 with pseudo-sequence Mamu-A01. The binding affinity (normalized) is 0.331. (3) The peptide sequence is VVFYRSGTET. The MHC is HLA-A02:01 with pseudo-sequence HLA-A02:01. The binding affinity (normalized) is 0.00579. (4) The peptide sequence is SLNFMGYVI. The MHC is Patr-A0701 with pseudo-sequence Patr-A0701. The binding affinity (normalized) is 0.328. (5) The peptide sequence is LLIQGLKTV. The MHC is HLA-A03:01 with pseudo-sequence HLA-A03:01. The binding affinity (normalized) is 0.0847. (6) The peptide sequence is TLKRRSWPL. The MHC is HLA-B08:02 with pseudo-sequence HLA-B08:02. The binding affinity (normalized) is 0.586. (7) The peptide sequence is TPAQLSMLL. The MHC is HLA-B07:02 with pseudo-sequence HLA-B07:02. The binding affinity (normalized) is 0.504. (8) The peptide sequence is EILKINSVK. The MHC is HLA-A68:01 with pseudo-sequence HLA-A68:01. The binding affinity (normalized) is 0.910. (9) The peptide sequence is NRSGSQQWR. The MHC is HLA-A26:01 with pseudo-sequence HLA-A26:01. The binding affinity (normalized) is 0.